From a dataset of Reaction yield outcomes from USPTO patents with 853,638 reactions. Predict the reaction yield, written as a fraction of the theoretical maximum amount of product (1.0 means a 100% yield; for example, 0.34 means a 34% yield). The reactants are N1C=CC=CC=1.[OH-].[K+].[F:9][C:10]1[CH:15]=[C:14]([F:16])[CH:13]=[CH:12][C:11]=1[S:17](Cl)(=[O:19])=[O:18].[CH3:21][C:22]1[CH:23]=[C:24]([CH:26]=[C:27]([CH3:36])[C:28]=1[S:29]([CH2:32][N+:33]([O-:35])=[O:34])(=[O:31])=[O:30])[NH2:25].Cl. The catalyst is O1CCCC1.O. The product is [F:9][C:10]1[CH:15]=[C:14]([F:16])[CH:13]=[CH:12][C:11]=1[S:17]([NH:25][C:24]1[CH:23]=[C:22]([CH3:21])[C:28]([S:29]([CH2:32][N+:33]([O-:35])=[O:34])(=[O:31])=[O:30])=[C:27]([CH3:36])[CH:26]=1)(=[O:19])=[O:18]. The yield is 0.220.